From a dataset of Catalyst prediction with 721,799 reactions and 888 catalyst types from USPTO. Predict which catalyst facilitates the given reaction. (1) Reactant: [Br:1][C:2]1[CH:7]=[CH:6][C:5]([C:8]([CH3:12])([CH3:11])[C:9]#[N:10])=[CH:4][CH:3]=1.Cl.[NH2:14]O.C([O-])([O-])=O.[K+].[K+].[C:22]([O:25]C(=O)C)(=O)[CH3:23]. Product: [Br:1][C:2]1[CH:3]=[CH:4][C:5]([C:8]([C:9]2[N:14]=[C:22]([CH3:23])[O:25][N:10]=2)([CH3:12])[CH3:11])=[CH:6][CH:7]=1. The catalyst class is: 14. (2) Reactant: [CH2:1]([C:3]1[CH:8]=[C:7]([C:9]2[N:13]=[C:12]([C:14]3[CH:19]=[C:18]([CH3:20])[CH:17]=[C:16]([CH2:21][N:22]([CH2:24][CH3:25])[CH3:23])[CH:15]=3)[O:11][N:10]=2)[CH:6]=[C:5]([CH3:26])[C:4]=1[OH:27])C.C1C=CC(P(C2C=CC=CC=2)C2C=CC=CC=2)=CC=1.CC1(C)[O:53][CH2:52][CH:51](O)[CH2:50][O:49]1.CC[O:58][C:59](/N=N/C(OCC)=O)=[O:60]. Product: [CH2:24]([N:22]([CH2:21][C:16]1[CH:15]=[C:14]([C:12]2[O:11][N:10]=[C:9]([C:7]3[CH:8]=[C:3]([CH3:1])[C:4]([O:27][CH:51]([CH2:52][OH:53])[CH2:50][OH:49])=[C:5]([CH3:26])[CH:6]=3)[N:13]=2)[CH:19]=[C:18]([CH3:20])[CH:17]=1)[CH3:23])[CH3:25].[CH:59]([O-:60])=[O:58]. The catalyst class is: 182. (3) Reactant: [CH:1]1([O:5][CH2:6][C:7]2[CH:12]=[C:11]([O:13][CH3:14])[C:10]([C:15]3[N:16]4[N:22]=[C:21]([O:23][CH3:24])[C:20]([N:25]([CH2:32][CH2:33][CH3:34])[CH:26]5[CH2:31][CH2:30][O:29][CH2:28][CH2:27]5)=[C:17]4[S:18][CH:19]=3)=[C:9]([O:35][CH3:36])[CH:8]=2)[CH2:4][CH2:3][CH2:2]1.[P:37](=[O:41])([OH:40])([OH:39])[OH:38]. Product: [P:37]([OH:41])([OH:40])([OH:39])=[O:38].[CH:1]1([O:5][CH2:6][C:7]2[CH:12]=[C:11]([O:13][CH3:14])[C:10]([C:15]3[N:16]4[N:22]=[C:21]([O:23][CH3:24])[C:20]([N:25]([CH2:32][CH2:33][CH3:34])[CH:26]5[CH2:31][CH2:30][O:29][CH2:28][CH2:27]5)=[C:17]4[S:18][CH:19]=3)=[C:9]([O:35][CH3:36])[CH:8]=2)[CH2:2][CH2:3][CH2:4]1. The catalyst class is: 13. (4) The catalyst class is: 2. Product: [F:1][C:2]1[CH:7]=[CH:6][C:5]([C:8]2[CH:22]=[C:21]([CH2:23][N:24]([CH3:25])[S:44]([C:41]3[CH:42]=[CH:43][C:38]([F:37])=[CH:39][CH:40]=3)(=[O:46])=[O:45])[CH:20]=[CH:19][C:9]=2[O:10][CH2:11][C:12]([O:14][C:15]([CH3:18])([CH3:17])[CH3:16])=[O:13])=[CH:4][C:3]=1[S:26]([CH3:29])(=[O:27])=[O:28]. Reactant: [F:1][C:2]1[CH:7]=[CH:6][C:5]([C:8]2[CH:22]=[C:21]([CH2:23][NH:24][CH3:25])[CH:20]=[CH:19][C:9]=2[O:10][CH2:11][C:12]([O:14][C:15]([CH3:18])([CH3:17])[CH3:16])=[O:13])=[CH:4][C:3]=1[S:26]([CH3:29])(=[O:28])=[O:27].CCN(CC)CC.[F:37][C:38]1[CH:43]=[CH:42][C:41]([S:44](Cl)(=[O:46])=[O:45])=[CH:40][CH:39]=1. (5) Reactant: [NH2:1][C:2]1[CH:9]=[CH:8][C:5]([C:6]#[N:7])=[CH:4][CH:3]=1.[Li+].C[Si]([N-][Si](C)(C)C)(C)C.[CH:20]1([CH2:23][C:24]2[C:29]([C:30]3[CH:35]=[CH:34][N:33]=[C:32](S(C)=O)[N:31]=3)=[CH:28][N:27]=[C:26]([NH:39][CH2:40][C:41]([CH3:44])([OH:43])[CH3:42])[N:25]=2)[CH2:22][CH2:21]1. Product: [CH:20]1([CH2:23][C:24]2[C:29]([C:30]3[CH:35]=[CH:34][N:33]=[C:32]([NH:1][C:2]4[CH:9]=[CH:8][C:5]([C:6]#[N:7])=[CH:4][CH:3]=4)[N:31]=3)=[CH:28][N:27]=[C:26]([NH:39][CH2:40][C:41]([OH:43])([CH3:42])[CH3:44])[N:25]=2)[CH2:21][CH2:22]1. The catalyst class is: 1. (6) Reactant: [F:1][C:2]1[CH:7]=[C:6]([NH2:8])[CH:5]=[C:4]([F:9])[C:3]=1[NH:10][C:11]1[CH:16]=[CH:15][N:14]=[C:13]2[NH:17][CH:18]=[C:19]([CH3:20])[C:12]=12.[Cl:21][C:22]1[CH:27]=[C:26](Cl)[N:25]=[C:24]([NH2:29])[N:23]=1.Cl.[OH-].[Na+]. Product: [Cl:21][C:22]1[N:23]=[C:24]([NH2:29])[N:25]=[C:26]([NH:8][C:6]2[CH:5]=[C:4]([F:9])[C:3]([NH:10][C:11]3[CH:16]=[CH:15][N:14]=[C:13]4[NH:17][CH:18]=[C:19]([CH3:20])[C:12]=34)=[C:2]([F:1])[CH:7]=2)[CH:27]=1. The catalyst class is: 6.